From a dataset of Catalyst prediction with 721,799 reactions and 888 catalyst types from USPTO. Predict which catalyst facilitates the given reaction. (1) Reactant: Br[C:2]1[CH:7]=[C:6]([Br:8])[C:5]([F:9])=[CH:4][C:3]=1[F:10].CN([CH:14]=[O:15])C.C([Li])CCC. Product: [Br:8][C:6]1[C:5]([F:9])=[CH:4][C:3]([F:10])=[C:2]([CH:7]=1)[CH:14]=[O:15]. The catalyst class is: 28. (2) Reactant: Cl.N1C=CC=CC=1.[CH2:8]([N:12]1[CH:17]=[CH:16][CH:15]=[C:14]([O:18]C)[C:13]1=[S:20])[CH2:9][CH2:10][CH3:11].O. Product: [CH2:8]([N:12]1[CH:17]=[CH:16][CH:15]=[C:14]([OH:18])[C:13]1=[S:20])[CH2:9][CH2:10][CH3:11]. The catalyst class is: 13. (3) Reactant: [I:1][C:2]1[CH:3]=[N:4][C:5]([N:8]2[CH2:12][C:11]([CH3:14])([CH3:13])[NH:10][C:9]2=[O:15])=[N:6][CH:7]=1.[H-].[Na+].IC.[C:20]([O-])(O)=O.[Na+]. Product: [I:1][C:2]1[CH:3]=[N:4][C:5]([N:8]2[CH2:12][C:11]([CH3:13])([CH3:14])[N:10]([CH3:20])[C:9]2=[O:15])=[N:6][CH:7]=1. The catalyst class is: 3. (4) Reactant: C([O:8][C:9]1[C:10]([C:29]2[CH:30]=[CH:31][C:32]3[O:37][CH2:36][CH2:35][CH2:34][C:33]=3[CH:38]=2)=[C:11]([CH:19]([O:24][C:25]([CH3:28])([CH3:27])[CH3:26])[C:20]([O:22][CH3:23])=[O:21])[C:12]([C:15]([F:18])([F:17])[F:16])=[CH:13][CH:14]=1)C1C=CC=CC=1. The catalyst class is: 13. Product: [C:25]([O:24][CH:19]([C:11]1[C:12]([C:15]([F:18])([F:17])[F:16])=[CH:13][CH:14]=[C:9]([OH:8])[C:10]=1[C:29]1[CH:30]=[CH:31][C:32]2[O:37][CH2:36][CH2:35][CH2:34][C:33]=2[CH:38]=1)[C:20]([O:22][CH3:23])=[O:21])([CH3:28])([CH3:26])[CH3:27].